From a dataset of NCI-60 drug combinations with 297,098 pairs across 59 cell lines. Regression. Given two drug SMILES strings and cell line genomic features, predict the synergy score measuring deviation from expected non-interaction effect. Drug 1: CN1CCC(CC1)COC2=C(C=C3C(=C2)N=CN=C3NC4=C(C=C(C=C4)Br)F)OC. Drug 2: C1C(C(OC1N2C=NC3=C2NC=NCC3O)CO)O. Cell line: OVCAR3. Synergy scores: CSS=21.4, Synergy_ZIP=-6.29, Synergy_Bliss=-0.203, Synergy_Loewe=1.40, Synergy_HSA=0.764.